This data is from NCI-60 drug combinations with 297,098 pairs across 59 cell lines. The task is: Regression. Given two drug SMILES strings and cell line genomic features, predict the synergy score measuring deviation from expected non-interaction effect. (1) Drug 1: CCC1=CC2CC(C3=C(CN(C2)C1)C4=CC=CC=C4N3)(C5=C(C=C6C(=C5)C78CCN9C7C(C=CC9)(C(C(C8N6C)(C(=O)OC)O)OC(=O)C)CC)OC)C(=O)OC.C(C(C(=O)O)O)(C(=O)O)O. Drug 2: CC1=C(C(CCC1)(C)C)C=CC(=CC=CC(=CC(=O)O)C)C. Cell line: SK-MEL-5. Synergy scores: CSS=29.5, Synergy_ZIP=2.33, Synergy_Bliss=5.67, Synergy_Loewe=-23.0, Synergy_HSA=5.65. (2) Drug 1: CCN(CC)CCNC(=O)C1=C(NC(=C1C)C=C2C3=C(C=CC(=C3)F)NC2=O)C. Drug 2: COCCOC1=C(C=C2C(=C1)C(=NC=N2)NC3=CC=CC(=C3)C#C)OCCOC. Cell line: NCIH23. Synergy scores: CSS=71.8, Synergy_ZIP=5.79, Synergy_Bliss=5.82, Synergy_Loewe=6.09, Synergy_HSA=12.6. (3) Drug 1: CC1C(C(=O)NC(C(=O)N2CCCC2C(=O)N(CC(=O)N(C(C(=O)O1)C(C)C)C)C)C(C)C)NC(=O)C3=C4C(=C(C=C3)C)OC5=C(C(=O)C(=C(C5=N4)C(=O)NC6C(OC(=O)C(N(C(=O)CN(C(=O)C7CCCN7C(=O)C(NC6=O)C(C)C)C)C)C(C)C)C)N)C. Drug 2: CNC(=O)C1=NC=CC(=C1)OC2=CC=C(C=C2)NC(=O)NC3=CC(=C(C=C3)Cl)C(F)(F)F. Cell line: UACC62. Synergy scores: CSS=3.91, Synergy_ZIP=-4.25, Synergy_Bliss=-6.49, Synergy_Loewe=-22.3, Synergy_HSA=-7.69. (4) Drug 1: CC1=C(N=C(N=C1N)C(CC(=O)N)NCC(C(=O)N)N)C(=O)NC(C(C2=CN=CN2)OC3C(C(C(C(O3)CO)O)O)OC4C(C(C(C(O4)CO)O)OC(=O)N)O)C(=O)NC(C)C(C(C)C(=O)NC(C(C)O)C(=O)NCCC5=NC(=CS5)C6=NC(=CS6)C(=O)NCCC[S+](C)C)O. Drug 2: CC1C(C(CC(O1)OC2CC(CC3=C2C(=C4C(=C3O)C(=O)C5=C(C4=O)C(=CC=C5)OC)O)(C(=O)CO)O)N)O.Cl. Cell line: NCI-H522. Synergy scores: CSS=56.8, Synergy_ZIP=-1.84, Synergy_Bliss=-1.77, Synergy_Loewe=2.31, Synergy_HSA=3.48. (5) Drug 1: CC1=CC=C(C=C1)C2=CC(=NN2C3=CC=C(C=C3)S(=O)(=O)N)C(F)(F)F. Drug 2: C1CC(=O)NC(=O)C1N2C(=O)C3=CC=CC=C3C2=O. Cell line: KM12. Synergy scores: CSS=1.68, Synergy_ZIP=-0.705, Synergy_Bliss=0.406, Synergy_Loewe=-1.74, Synergy_HSA=-1.38.